Dataset: Forward reaction prediction with 1.9M reactions from USPTO patents (1976-2016). Task: Predict the product of the given reaction. (1) Given the reactants [C:1]([O:5][C:6]([N:8]1[C@@H:12]([CH3:13])[C@H:11]([F:14])[CH2:10][C@H:9]1[C:15]([NH:17][CH2:18][C:19]1[C:24]([F:25])=[CH:23][N:22]=[C:21]([C:26]2[CH:27]=[C:28]([C:36]([O:38]CC)=[O:37])[C:29]([C:32]([F:35])([F:34])[F:33])=[N:30][CH:31]=2)[CH:20]=1)=[O:16])=[O:7])([CH3:4])([CH3:3])[CH3:2].[Li+].[OH-].O.Cl, predict the reaction product. The product is: [C:1]([O:5][C:6]([N:8]1[C@@H:12]([CH3:13])[C@H:11]([F:14])[CH2:10][C@H:9]1[C:15]([NH:17][CH2:18][C:19]1[C:24]([F:25])=[CH:23][N:22]=[C:21]([C:26]2[CH:31]=[N:30][C:29]([C:32]([F:33])([F:34])[F:35])=[C:28]([C:36]([OH:38])=[O:37])[CH:27]=2)[CH:20]=1)=[O:16])=[O:7])([CH3:2])([CH3:3])[CH3:4]. (2) Given the reactants [C:1]([O:5][C:6](=[O:43])[N:7]([C:16]1[CH:21]=[CH:20][C:19]([C:22]([C:24]2[C:32]3[C:27](=[N:28][CH:29]=[C:30]([Cl:33])[CH:31]=3)[N:26](S(C3C=CC=CC=3)(=O)=O)[CH:25]=2)=[O:23])=[CH:18][N:17]=1)[CH2:8][C:9]1[CH:14]=[CH:13][CH:12]=[CH:11][C:10]=1[F:15])([CH3:4])([CH3:3])[CH3:2].C(=O)([O-])[O-].[K+].[K+].O, predict the reaction product. The product is: [C:1]([O:5][C:6](=[O:43])[N:7]([C:16]1[CH:21]=[CH:20][C:19]([C:22]([C:24]2[C:32]3[C:27](=[N:28][CH:29]=[C:30]([Cl:33])[CH:31]=3)[NH:26][CH:25]=2)=[O:23])=[CH:18][N:17]=1)[CH2:8][C:9]1[CH:14]=[CH:13][CH:12]=[CH:11][C:10]=1[F:15])([CH3:4])([CH3:2])[CH3:3].